Dataset: Catalyst prediction with 721,799 reactions and 888 catalyst types from USPTO. Task: Predict which catalyst facilitates the given reaction. (1) Reactant: [C:1]([O:5][C:6]([C:8]1[CH:20]=[C:19]([C:21]2[C:22]([CH3:27])=[N:23][O:24][C:25]=2[CH3:26])[CH:18]=[C:17]2[C:9]=1[C:10]1[CH:11]=[C:12]([C:36]([OH:38])=O)[CH:13]=[CH:14][C:15]=1[N:16]2[CH2:28][C:29]1[CH:34]=[CH:33][C:32]([F:35])=[CH:31][CH:30]=1)=[O:7])([CH3:4])([CH3:3])[CH3:2].CN(C(ON1N=NC2C=CC(=CC1=2)Cl)=[N+](C)C)C.F[P-](F)(F)(F)(F)F.[F:64][CH:65]1[CH2:68][NH:67][CH2:66]1.O. Product: [CH3:27][C:22]1[C:21]([C:19]2[CH:20]=[C:8]([C:6]([O:5][C:1]([CH3:4])([CH3:2])[CH3:3])=[O:7])[C:9]3[C:10]4[C:15](=[CH:14][CH:13]=[C:12]([C:36]([N:67]5[CH2:68][CH:65]([F:64])[CH2:66]5)=[O:38])[CH:11]=4)[N:16]([CH2:28][C:29]4[CH:30]=[CH:31][C:32]([F:35])=[CH:33][CH:34]=4)[C:17]=3[CH:18]=2)=[C:25]([CH3:26])[O:24][N:23]=1. The catalyst class is: 239. (2) Reactant: [CH:1]([N:4](CC)C(C)C)(C)[CH3:2].BrCC#N.[NH:14]([C:30]([O:32][C:33]([CH3:36])([CH3:35])[CH3:34])=[O:31])[C@H:15]([C:27]([OH:29])=[O:28])[CH2:16][CH2:17][CH2:18][CH2:19][NH:20][C:21]([C:23]([F:26])([F:25])[F:24])=[O:22]. Product: [C:33]([O:32][C:30]([NH:14][C@@H:15]([CH2:16][CH2:17][CH2:18][CH2:19][NH:20][C:21](=[O:22])[C:23]([F:25])([F:26])[F:24])[C:27]([O:29][CH2:2][C:1]#[N:4])=[O:28])=[O:31])([CH3:36])([CH3:35])[CH3:34]. The catalyst class is: 10.